From a dataset of Full USPTO retrosynthesis dataset with 1.9M reactions from patents (1976-2016). Predict the reactants needed to synthesize the given product. (1) Given the product [CH2:1]([O:3][C:4]([C:5]1[C:7]2[CH2:12][C@H:11]3[CH2:10][C@H:9]3[C:8]=2[N:23]([C:20]2[CH:19]=[N:18][C:17]([Br:16])=[CH:22][CH:21]=2)[N:24]=1)=[O:14])[CH3:2], predict the reactants needed to synthesize it. The reactants are: [CH2:1]([O:3][C:4](=[O:14])[C:5](=[C:7]1[CH2:12][C@@H:11]2[C@@H:9]([CH2:10]2)[C:8]1=O)[O-])[CH3:2].[K+].[Br:16][C:17]1[CH:22]=[CH:21][C:20]([NH:23][NH2:24])=[CH:19][N:18]=1. (2) Given the product [CH3:1][C:2]1([CH3:14])[C:6]([CH3:7])([CH3:8])[O:5][B:4]([C:9]2[CH:13]=[N:12][N:11]([CH:22]3[CH2:25][S:24](=[O:27])(=[O:26])[CH2:23]3)[CH:10]=2)[O:3]1, predict the reactants needed to synthesize it. The reactants are: [CH3:1][C:2]1([CH3:14])[C:6]([CH3:8])([CH3:7])[O:5][B:4]([C:9]2[CH:10]=[N:11][NH:12][CH:13]=2)[O:3]1.C(=O)([O-])[O-].[Cs+].[Cs+].Br[CH:22]1[CH2:25][S:24](=[O:27])(=[O:26])[CH2:23]1. (3) Given the product [CH3:1][C:2]1[S:3][C:4]2[C:10](=[O:11])[O:12][C:7](=[O:9])[C:5]=2[N:6]=1, predict the reactants needed to synthesize it. The reactants are: [CH3:1][C:2]1[S:3][C:4]([C:10]([OH:12])=[O:11])=[C:5]([C:7]([OH:9])=O)[N:6]=1. (4) Given the product [Br:1][C:2]1[N:3]=[CH:4][C:5]([NH2:16])=[C:6]([NH:8][CH2:9][CH:10]2[CH2:11][CH2:12][O:13][CH2:14][CH2:15]2)[CH:7]=1, predict the reactants needed to synthesize it. The reactants are: [Br:1][C:2]1[CH:7]=[C:6]([NH:8][CH2:9][CH:10]2[CH2:15][CH2:14][O:13][CH2:12][CH2:11]2)[C:5]([N+:16]([O-])=O)=[CH:4][N:3]=1.C(O)(=O)C.O.C(=O)(O)[O-].[Na+]. (5) Given the product [NH2:31][C:27]1[CH:26]=[C:25]([CH:30]=[CH:29][CH:28]=1)[CH2:24][N:13]1[C:14]2[C:19](=[CH:18][C:17]([O:20][CH2:21][C:22]#[CH:23])=[CH:16][CH:15]=2)[C:10]([C:7]2[CH:8]=[CH:9][C:4]([CH:1]([CH3:2])[CH3:3])=[CH:5][CH:6]=2)=[N:11][C:12]1=[O:34], predict the reactants needed to synthesize it. The reactants are: [CH:1]([C:4]1[CH:9]=[CH:8][C:7]([C:10]2[C:19]3[C:14](=[CH:15][CH:16]=[C:17]([O:20][CH2:21][C:22]#[CH:23])[CH:18]=3)[N:13]([CH2:24][C:25]3[CH:30]=[CH:29][CH:28]=[C:27]([N+:31]([O-])=O)[CH:26]=3)[C:12](=[O:34])[N:11]=2)=[CH:6][CH:5]=1)([CH3:3])[CH3:2].C(OCC)(=O)C.O. (6) Given the product [CH3:1][N:2]([CH2:9][C:10]1[CH:11]=[C:12]([C:16]2[CH:17]=[CH:18][C:19]([CH:22]=[C:28]3[S:24][C:25](=[O:30])[NH:26][C:27]3=[O:29])=[CH:20][CH:21]=2)[CH:13]=[CH:14][CH:15]=1)[C:3]1[CH:8]=[CH:7][CH:6]=[CH:5][N:4]=1, predict the reactants needed to synthesize it. The reactants are: [CH3:1][N:2]([CH2:9][C:10]1[CH:11]=[C:12]([C:16]2[CH:21]=[CH:20][C:19]([CH:22]=O)=[CH:18][CH:17]=2)[CH:13]=[CH:14][CH:15]=1)[C:3]1[CH:8]=[CH:7][CH:6]=[CH:5][N:4]=1.[S:24]1[CH2:28][C:27](=[O:29])[NH:26][C:25]1=[O:30]. (7) Given the product [ClH:1].[ClH:28].[Cl:28][C:29]1[CH:34]=[C:33]([C:2]2[N:3]=[C:4]3[C:9](=[CH:10][CH:11]=2)[N:8]=[CH:7][C:6]([C:12]([CH:14]2[CH2:16][CH2:15]2)=[O:13])=[C:5]3[NH:17][C@H:18]2[CH2:23][CH2:22][C@H:21]([CH2:24][N:25]([CH3:27])[CH3:26])[CH2:20][CH2:19]2)[CH:32]=[C:31]([F:44])[C:30]=1[OH:45], predict the reactants needed to synthesize it. The reactants are: [Cl:1][C:2]1[N:3]=[C:4]2[C:9](=[CH:10][CH:11]=1)[N:8]=[CH:7][C:6]([C:12]([CH:14]1[CH2:16][CH2:15]1)=[O:13])=[C:5]2[NH:17][C@H:18]1[CH2:23][CH2:22][C@H:21]([CH2:24][N:25]([CH3:27])[CH3:26])[CH2:20][CH2:19]1.[Cl:28][C:29]1[CH:34]=[C:33](B2OC(C)(C)C(C)(C)O2)[CH:32]=[C:31]([F:44])[C:30]=1[OH:45].C1(N)C(F)=C(F)C(F)=C(N)C=1F.Cl.Cl. (8) Given the product [CH2:1]([O:3][C:4](=[O:33])[CH2:5][O:6][C:7]1[C:12]([CH3:13])=[CH:11][C:10]([N:14]([CH3:36])[CH2:15][C:16]2[O:20][C:19]([C:21]3[CH:22]=[CH:23][C:24]([C:27]([F:28])([F:30])[F:29])=[CH:25][CH:26]=3)=[N:18][C:17]=2[CH3:31])=[CH:9][C:8]=1[CH3:32])[CH3:2], predict the reactants needed to synthesize it. The reactants are: [CH2:1]([O:3][C:4](=[O:33])[CH2:5][O:6][C:7]1[C:12]([CH3:13])=[CH:11][C:10]([NH:14][CH2:15][C:16]2[O:20][C:19]([C:21]3[CH:26]=[CH:25][C:24]([C:27]([F:30])([F:29])[F:28])=[CH:23][CH:22]=3)=[N:18][C:17]=2[CH3:31])=[CH:9][C:8]=1[CH3:32])[CH3:2].CI.[CH2:36](I)C.